Dataset: Full USPTO retrosynthesis dataset with 1.9M reactions from patents (1976-2016). Task: Predict the reactants needed to synthesize the given product. (1) Given the product [F:34][C:31]1[CH:32]=[CH:33][C:28]([CH2:27][C:24]2[O:23][C:22]([C:10]3[N:11]=[C:12]4[N:17]([C:18](=[O:19])[C:9]=3[OH:8])[CH2:16][CH2:15][O:14][C:13]4([CH3:21])[CH3:20])=[N:26][N:25]=2)=[CH:29][CH:30]=1, predict the reactants needed to synthesize it. The reactants are: C([O:8][C:9]1[C:18](=[O:19])[N:17]2[C:12]([C:13]([CH3:21])([CH3:20])[O:14][CH2:15][CH2:16]2)=[N:11][C:10]=1[C:22]1[O:23][C:24]([CH2:27][C:28]2[CH:33]=[CH:32][C:31]([F:34])=[CH:30][CH:29]=2)=[N:25][N:26]=1)C1C=CC=CC=1. (2) Given the product [C:1]1([C:13]([C:14]2[C:15](=[O:16])[NH:17][C:21](=[O:20])[C:22]=2[C:24]2[C:32]3[C:27](=[CH:28][CH:29]=[CH:30][CH:31]=3)[NH:26][CH:25]=2)=[O:18])[C:11]2=[C:12]3[C:7](=[CH:8][CH:9]=[CH:10]2)[CH2:6][CH2:5][CH2:4][N:3]3[CH:2]=1, predict the reactants needed to synthesize it. The reactants are: [C:1]1([C:13](=[O:18])[CH2:14][C:15]([NH2:17])=[O:16])[C:11]2=[C:12]3[C:7](=[CH:8][CH:9]=[CH:10]2)[CH2:6][CH2:5][CH2:4][N:3]3[CH:2]=1.C[O:20][C:21](=O)[C:22]([C:24]1[C:32]2[C:27](=[CH:28][CH:29]=[CH:30][CH:31]=2)[NH:26][CH:25]=1)=O.CC(C)([O-])C.[K+].Cl.